Dataset: Forward reaction prediction with 1.9M reactions from USPTO patents (1976-2016). Task: Predict the product of the given reaction. (1) Given the reactants [NH2:1][CH:2]([CH:13]1[CH2:18][CH2:17][CH2:16][CH2:15][CH2:14]1)[CH2:3][C:4]([NH:6][CH2:7][CH2:8][C:9]([CH3:12])([CH3:11])[CH3:10])=[O:5].[N+:19]([C:22]1[C:23]([CH:35]=O)=[CH:24][C:25]([O:28][C:29]2[CH:34]=[CH:33][CH:32]=[CH:31][CH:30]=2)=[N:26][CH:27]=1)([O-:21])=[O:20].ClC(Cl)C.C(O[BH-](OC(=O)C)OC(=O)C)(=O)C.[Na+], predict the reaction product. The product is: [CH:13]1([CH:2]([NH:1][CH2:35][C:23]2[C:22]([N+:19]([O-:21])=[O:20])=[CH:27][N:26]=[C:25]([O:28][C:29]3[CH:30]=[CH:31][CH:32]=[CH:33][CH:34]=3)[CH:24]=2)[CH2:3][C:4]([NH:6][CH2:7][CH2:8][C:9]([CH3:12])([CH3:11])[CH3:10])=[O:5])[CH2:14][CH2:15][CH2:16][CH2:17][CH2:18]1. (2) Given the reactants Cl[C:2]1[CH:7]=[C:6]([C:8]([F:11])([F:10])[F:9])[CH:5]=[C:4]([CH2:12][O:13][CH2:14][C:15]2([C:22]3[CH:27]=[CH:26][C:25]([F:28])=[CH:24][CH:23]=3)[CH2:20][CH2:19][N:18]([CH3:21])[CH2:17][CH2:16]2)[N:3]=1.[CH3:29]B1OB(C)OB(C)O1.[OH-].[K+].C(O)(C(F)(F)F)=O, predict the reaction product. The product is: [F:28][C:25]1[CH:26]=[CH:27][C:22]([C:15]2([CH2:14][O:13][CH2:12][C:4]3[CH:5]=[C:6]([C:8]([F:11])([F:10])[F:9])[CH:7]=[C:2]([CH3:29])[N:3]=3)[CH2:20][CH2:19][N:18]([CH3:21])[CH2:17][CH2:16]2)=[CH:23][CH:24]=1. (3) Given the reactants Br[C:2]1[CH:3]=[CH:4][C:5]([F:11])=[C:6]([CH:10]=1)[C:7]([OH:9])=[O:8].[F:12][C:13]1[CH:14]=[C:15](B(O)O)[CH:16]=[CH:17][CH:18]=1.C([O-])([O-])=O.[Na+].[Na+], predict the reaction product. The product is: [F:11][C:5]1[CH:4]=[CH:3][C:2]([C:17]2[CH:16]=[CH:15][CH:14]=[C:13]([F:12])[CH:18]=2)=[CH:10][C:6]=1[C:7]([OH:9])=[O:8].